This data is from Human Reference Interactome with 51,813 positive PPI pairs across 8,248 proteins, plus equal number of experimentally-validated negative pairs. The task is: Binary Classification. Given two protein amino acid sequences, predict whether they physically interact or not. Protein 1 (ENSG00000145780) has sequence MDLKTAVFNAARDGKLRLLTKLLASKSKEEVSSLISEKTNGATPLLMAARYGHLDMVEFLLEQCSASIEVGGSVNFDGETIEGAPPLWAASAAGHLKVVQSLLNHGASVNNTTLTNSTPLRAACFDGHLEIVKYLVEHKADLEVSNRHGHTCLMISCYKGHKEIAQYLLEKGADVNRKSVKGNTALHDCAESGSLDIMKMLLMYCAKMEKDGYGMTPLLSASVTGHTNIVDFLTHHAQTSKTERINALELLGATFVDKKRDLLGALKYWKKAMNMRYSDRTNIISKPVPQTLIMAYDYAK.... Protein 2 (ENSG00000214097) has sequence MNNETTTLISLKEAMKRVDHKLQALETQFKELDFTKDNLMQKFEHHSKALASQAAQDEMWTAVRALQLTSMELNILYSYVIEVLICLHTRVLEKLPDLVRGLPTLASVLRRKVKNKRVRVVWESILEECGLQEGDITALCTFFIARGNKAEHYTAKVRQMYIRDVTFLITNMVKNQALQDSLLRAVQVIEKGKAVRTPEKQKSSLEELIPSVKN*MNNETTTLISLKEAMKRLLRAIGREQAWVCYSGKME*. Result: 0 (the proteins do not interact).